Dataset: NCI-60 drug combinations with 297,098 pairs across 59 cell lines. Task: Regression. Given two drug SMILES strings and cell line genomic features, predict the synergy score measuring deviation from expected non-interaction effect. (1) Drug 1: CC1=C2C(C(=O)C3(C(CC4C(C3C(C(C2(C)C)(CC1OC(=O)C(C(C5=CC=CC=C5)NC(=O)OC(C)(C)C)O)O)OC(=O)C6=CC=CC=C6)(CO4)OC(=O)C)O)C)O. Drug 2: CN(CCCl)CCCl.Cl. Cell line: U251. Synergy scores: CSS=41.4, Synergy_ZIP=-11.5, Synergy_Bliss=-9.14, Synergy_Loewe=-10.8, Synergy_HSA=-6.25. (2) Drug 1: C1CCN(CC1)CCOC2=CC=C(C=C2)C(=O)C3=C(SC4=C3C=CC(=C4)O)C5=CC=C(C=C5)O. Drug 2: CN1CCC(CC1)COC2=C(C=C3C(=C2)N=CN=C3NC4=C(C=C(C=C4)Br)F)OC. Cell line: OVCAR3. Synergy scores: CSS=22.1, Synergy_ZIP=-0.376, Synergy_Bliss=2.85, Synergy_Loewe=-3.74, Synergy_HSA=1.71. (3) Drug 1: CN(C)N=NC1=C(NC=N1)C(=O)N. Drug 2: CS(=O)(=O)OCCCCOS(=O)(=O)C. Cell line: NCI-H460. Synergy scores: CSS=23.7, Synergy_ZIP=-9.14, Synergy_Bliss=4.46, Synergy_Loewe=-0.943, Synergy_HSA=3.71. (4) Drug 1: C1C(C(OC1N2C=C(C(=O)NC2=O)F)CO)O. Drug 2: C(CN)CNCCSP(=O)(O)O. Cell line: NCI-H226. Synergy scores: CSS=-3.62, Synergy_ZIP=0.0449, Synergy_Bliss=-3.01, Synergy_Loewe=-2.37, Synergy_HSA=-3.57. (5) Drug 1: C1CN1P(=S)(N2CC2)N3CC3. Drug 2: COC1=NC(=NC2=C1N=CN2C3C(C(C(O3)CO)O)O)N. Cell line: LOX IMVI. Synergy scores: CSS=16.4, Synergy_ZIP=-7.49, Synergy_Bliss=-0.666, Synergy_Loewe=-12.6, Synergy_HSA=-0.315. (6) Drug 1: CN(C)N=NC1=C(NC=N1)C(=O)N. Drug 2: C1C(C(OC1N2C=NC(=NC2=O)N)CO)O. Cell line: SW-620. Synergy scores: CSS=23.3, Synergy_ZIP=3.68, Synergy_Bliss=1.92, Synergy_Loewe=-34.0, Synergy_HSA=-2.40. (7) Drug 1: CCC1=CC2CC(C3=C(CN(C2)C1)C4=CC=CC=C4N3)(C5=C(C=C6C(=C5)C78CCN9C7C(C=CC9)(C(C(C8N6C)(C(=O)OC)O)OC(=O)C)CC)OC)C(=O)OC.C(C(C(=O)O)O)(C(=O)O)O. Drug 2: CCCCC(=O)OCC(=O)C1(CC(C2=C(C1)C(=C3C(=C2O)C(=O)C4=C(C3=O)C=CC=C4OC)O)OC5CC(C(C(O5)C)O)NC(=O)C(F)(F)F)O. Cell line: IGROV1. Synergy scores: CSS=43.9, Synergy_ZIP=2.46, Synergy_Bliss=3.99, Synergy_Loewe=4.27, Synergy_HSA=5.15.